From a dataset of Aqueous solubility values for 9,982 compounds from the AqSolDB database. Regression/Classification. Given a drug SMILES string, predict its absorption, distribution, metabolism, or excretion properties. Task type varies by dataset: regression for continuous measurements (e.g., permeability, clearance, half-life) or binary classification for categorical outcomes (e.g., BBB penetration, CYP inhibition). For this dataset (solubility_aqsoldb), we predict Y. (1) The Y is -0.794 log mol/L. The compound is CC(C)CC(C)O. (2) The drug is CCOCCOCCOC. The Y is 0.829 log mol/L. (3) The compound is Cn1c(=O)c2n[se]nc2n(C)c1=O. The Y is -2.30 log mol/L. (4) The molecule is O=[N+]([O-])c1cc(C2CCCCC2)c(O)c([N+](=O)[O-])c1. The Y is -4.25 log mol/L. (5) The compound is Nc1ccc(Cl)cc1. The Y is -1.63 log mol/L. (6) The drug is CCCCCCCCCl. The Y is -5.17 log mol/L. (7) The molecule is CCCN1Cn2c(nc3ccccc3c2=O)C1C. The Y is -2.67 log mol/L.